From a dataset of Catalyst prediction with 721,799 reactions and 888 catalyst types from USPTO. Predict which catalyst facilitates the given reaction. (1) Reactant: [NH2:1][C:2]1[CH:7]=[CH:6][C:5]([O:8][C:9]([F:12])([F:11])[F:10])=[CH:4][C:3]=1[C:13]([C:15]1[CH:20]=[CH:19][C:18]([Cl:21])=[C:17]([Cl:22])[CH:16]=1)=O.[C:23]([CH2:26][C:27](=O)[CH3:28])(=[O:25])[CH3:24]. Product: [Cl:22][C:17]1[CH:16]=[C:15]([C:13]2[C:3]3[C:2](=[CH:7][CH:6]=[C:5]([O:8][C:9]([F:12])([F:11])[F:10])[CH:4]=3)[N:1]=[C:27]([CH3:28])[C:26]=2[C:23](=[O:25])[CH3:24])[CH:20]=[CH:19][C:18]=1[Cl:21]. The catalyst class is: 644. (2) Reactant: [NH2:1][C:2]1[CH:9]=[CH:8][C:5]([C:6]#[N:7])=[CH:4][CH:3]=1.P(=O)(O)(O)O.[N+]([O-])(O)=O.[N:19]([O-])=O.[Na+].[CH3:23][C:24](=[O:29])[CH2:25][C:26](=[O:28])[CH3:27].C([O-])(=O)C.[K+].C([O-])([O-])=O.[Na+].[Na+]. Product: [C:26]([C:25](=[N:19][NH:1][C:2]1[CH:9]=[CH:8][C:5]([C:6]#[N:7])=[CH:4][CH:3]=1)[C:24](=[O:29])[CH3:23])(=[O:28])[CH3:27]. The catalyst class is: 8. (3) Reactant: [Cl:1][C:2]1[CH:7]=[CH:6][C:5]([C:8](=[O:31])[CH2:9][N:10]2[CH2:15][CH2:14][CH:13]([N:16]3[C:20]4[CH:21]=[C:22]([F:29])[C:23]([C:25]([NH:27][CH3:28])=[O:26])=[CH:24][C:19]=4[NH:18][C:17]3=[O:30])[CH2:12][CH2:11]2)=[CH:4][CH:3]=1.[BH4-].[Na+].O. Product: [Cl:1][C:2]1[CH:7]=[CH:6][C:5]([CH:8]([OH:31])[CH2:9][N:10]2[CH2:11][CH2:12][CH:13]([N:16]3[C:20]4[CH:21]=[C:22]([F:29])[C:23]([C:25]([NH:27][CH3:28])=[O:26])=[CH:24][C:19]=4[NH:18][C:17]3=[O:30])[CH2:14][CH2:15]2)=[CH:4][CH:3]=1. The catalyst class is: 8. (4) Reactant: Br[C:2]1[CH:3]=[C:4]([C:23]([O:25][CH3:26])=[O:24])[C:5]2[O:9][C:8]([C:16]3[CH:21]=[CH:20][CH:19]=[CH:18][CH:17]=3)([C:10]3[CH:15]=[CH:14][CH:13]=[CH:12][CH:11]=3)[O:7][C:6]=2[CH:22]=1.B1(B2OC(C)(C)C(C)(C)O2)OC(C)(C)C(C)(C)O1.CC([O-])=O.[K+].Br[C:51]1[S:52][C:53]2[CH:59]=[CH:58][CH:57]=[CH:56][C:54]=2[N:55]=1.C([O-])([O-])=O.[K+].[K+]. Product: [S:52]1[C:53]2[CH:59]=[CH:58][CH:57]=[CH:56][C:54]=2[N:55]=[C:51]1[C:2]1[CH:3]=[C:4]([C:23]([O:25][CH3:26])=[O:24])[C:5]2[O:9][C:8]([C:16]3[CH:17]=[CH:18][CH:19]=[CH:20][CH:21]=3)([C:10]3[CH:11]=[CH:12][CH:13]=[CH:14][CH:15]=3)[O:7][C:6]=2[CH:22]=1. The catalyst class is: 73. (5) Reactant: [CH3:1][C:2]1[CH:7]=[CH:6][CH:5]=[C:4]([CH3:8])[C:3]=1[OH:9].Br[CH2:11][C:12]([O:14][CH3:15])=[O:13].C(=O)([O-])[O-].[Cs+].[Cs+].C(=O)([O-])O.[Na+]. Product: [CH3:1][C:2]1[CH:7]=[CH:6][CH:5]=[C:4]([CH3:8])[C:3]=1[O:9][CH2:11][C:12]([O:14][CH3:15])=[O:13]. The catalyst class is: 10.